From a dataset of Full USPTO retrosynthesis dataset with 1.9M reactions from patents (1976-2016). Predict the reactants needed to synthesize the given product. (1) Given the product [Si:21]([O:20][C:17]1[CH:18]=[CH:19][C:14]([NH:13][C:12]2[NH:8][N:9]=[CH:10][CH:11]=2)=[CH:15][CH:16]=1)([C:24]([CH3:27])([CH3:26])[CH3:25])([CH3:22])[CH3:23], predict the reactants needed to synthesize it. The reactants are: C([N:8]1[C:12]([NH:13][C:14]2[CH:19]=[CH:18][C:17]([O:20][Si:21]([C:24]([CH3:27])([CH3:26])[CH3:25])([CH3:23])[CH3:22])=[CH:16][CH:15]=2)=[CH:11][CH:10]=[N:9]1)C1C=CC=CC=1.C(O)(=O)C.C([O-])=O.[NH4+].C(OCC)(=O)C. (2) Given the product [CH3:1][N:2]1[CH2:7][CH2:6][CH:5]([NH:8][C:9]([C:11]2[C:12]([C:24]3[S:25][C:26]4[CH2:32][CH2:31][CH2:30][CH2:29][C:27]=4[N:28]=3)=[N:13][NH:14][CH:15]=2)=[O:10])[CH2:4][CH2:3]1, predict the reactants needed to synthesize it. The reactants are: [CH3:1][N:2]1[CH2:7][CH2:6][CH:5]([NH:8][C:9]([C:11]2[C:12]([C:24]3[S:25][C:26]4[CH2:32][CH2:31][CH2:30][CH2:29][C:27]=4[N:28]=3)=[N:13][N:14](COCC[Si](C)(C)C)[CH:15]=2)=[O:10])[CH2:4][CH2:3]1.FC(F)(F)C(O)=O.CO.[OH-].[NH4+].